Dataset: Reaction yield outcomes from USPTO patents with 853,638 reactions. Task: Predict the reaction yield, written as a fraction of the theoretical maximum amount of product (1.0 means a 100% yield; for example, 0.34 means a 34% yield). (1) The reactants are [C:1]([C:3]1[CH:4]=[C:5]([C:13]2[O:17][N:16]=[C:15]([C:18]3[CH:19]=[CH:20][C:21]4[O:25][C:24]([C:26]5([NH:34]C(=O)OC(C)(C)C)[CH2:31][O:30]C(C)(C)[O:28][CH2:27]5)=[CH:23][C:22]=4[CH:42]=3)[N:14]=2)[CH:6]=[CH:7][C:8]=1[O:9][CH2:10][CH2:11][CH3:12])#[N:2].ClC1C=C(C2ON=C(C3C=CC4OC(C5(NC(=O)OC(C)(C)C)COC(C)(C)OC5)=CC=4C=3)N=2)C=CC=1OCCC. No catalyst specified. The product is [NH2:34][C:26]([C:24]1[O:25][C:21]2[CH:20]=[CH:19][C:18]([C:15]3[N:14]=[C:13]([C:5]4[CH:6]=[CH:7][C:8]([O:9][CH2:10][CH2:11][CH3:12])=[C:3]([CH:4]=4)[C:1]#[N:2])[O:17][N:16]=3)=[CH:42][C:22]=2[CH:23]=1)([CH2:27][OH:28])[CH2:31][OH:30]. The yield is 0.290. (2) The reactants are [Cl:1][C:2]1[CH:7]=[CH:6][C:5]([O:8][C:9]2[CH:14]=[CH:13][C:12]([CH2:15][CH2:16][O:17][C:18]3[NH:19][CH:20]=[C:21]([CH2:25][C:26]4[CH:27]=[N:28][N:29]([CH3:31])[CH:30]=4)[C:22](=[O:24])[N:23]=3)=[CH:11][CH:10]=2)=[CH:4][C:3]=1[C:32]([F:35])([F:34])[F:33].[CH3:36]CN(C(C)C)C(C)C.CI. The catalyst is C(Cl)Cl. The product is [Cl:1][C:2]1[CH:7]=[CH:6][C:5]([O:8][C:9]2[CH:14]=[CH:13][C:12]([CH2:15][CH2:16][O:17][C:18]3[N:19]([CH3:36])[CH:20]=[C:21]([CH2:25][C:26]4[CH:27]=[N:28][N:29]([CH3:31])[CH:30]=4)[C:22](=[O:24])[N:23]=3)=[CH:11][CH:10]=2)=[CH:4][C:3]=1[C:32]([F:35])([F:33])[F:34]. The yield is 0.603. (3) The reactants are [C:1]1([C:6]2[NH:7][C:8]3[C:13]([CH:14]=2)=[C:12]([O:15][Si](C(C)C)(C(C)C)C(C)C)[CH:11]=[CH:10][CH:9]=3)[CH2:5][CH2:4][CH2:3][CH:2]=1.[F-].[Cs+].[CH2:28]([O:30][C:31](=[O:34])[CH2:32]Br)[CH3:29]. The catalyst is C(C#N)(C)=O.C(Cl)Cl. The product is [CH2:28]([O:30][C:31](=[O:34])[CH2:32][O:15][C:12]1[CH:11]=[CH:10][CH:9]=[C:8]2[C:13]=1[CH:14]=[C:6]([C:1]1[CH2:5][CH2:4][CH2:3][CH:2]=1)[NH:7]2)[CH3:29]. The yield is 0.990. (4) The reactants are [F:1][C:2]1[CH:11]=[CH:10][C:9]([C:12]([NH2:14])=[O:13])=[C:8]2[C:3]=1[CH:4]=[C:5]([N+:15]([O-:17])=[O:16])[CH2:6][O:7]2.C(O)(C)C.[BH4-].[Na+]. The catalyst is C(Cl)(Cl)Cl. The product is [F:1][C:2]1[CH:11]=[CH:10][C:9]([C:12]([NH2:14])=[O:13])=[C:8]2[C:3]=1[CH2:4][CH:5]([N+:15]([O-:17])=[O:16])[CH2:6][O:7]2. The yield is 0.550. (5) The reactants are [CH2:1]([O:8][CH:9]1[CH2:14][CH:13]([O:15][Si:16]([C:19]([CH3:22])([CH3:21])[CH3:20])([CH3:18])[CH3:17])[C:12](=CC=O)[CH:11]([O:26][Si:27]([C:30]([CH3:33])([CH3:32])[CH3:31])([CH3:29])[CH3:28])[CH2:10]1)[C:2]1[CH:7]=[CH:6][CH:5]=[CH:4][CH:3]=1.[BH4-].[Na+].[CH3:36][CH2:37][OH:38]. No catalyst specified. The product is [CH2:1]([O:8][CH:9]1[CH2:14][CH:13]([O:15][Si:16]([C:19]([CH3:21])([CH3:22])[CH3:20])([CH3:18])[CH3:17])[C:12](=[C:37]([OH:38])[CH3:36])[CH:11]([O:26][Si:27]([C:30]([CH3:32])([CH3:31])[CH3:33])([CH3:28])[CH3:29])[CH2:10]1)[C:2]1[CH:7]=[CH:6][CH:5]=[CH:4][CH:3]=1. The yield is 0.980. (6) The reactants are [Cl:1][C:2]1[C:7]([C:8]([NH:10][S:11]([C:14]2[C:15]([O:20]C)=[N:16][CH:17]=[CH:18][CH:19]=2)(=[O:13])=[O:12])=[O:9])=[CH:6][CH:5]=[C:4]([Cl:22])[N:3]=1.Cl. The catalyst is O1CCOCC1. The product is [Cl:1][C:2]1[N:3]=[C:4]([Cl:22])[CH:5]=[CH:6][C:7]=1[C:8]([NH:10][S:11]([C:14]1[C:15](=[O:20])[NH:16][CH:17]=[CH:18][CH:19]=1)(=[O:12])=[O:13])=[O:9]. The yield is 0.990. (7) The reactants are [Br:1][C:2]1[CH:9]=[CH:8][C:7]([O:10][CH3:11])=[CH:6][C:3]=1[C:4]#[N:5].B. The catalyst is O1CCCC1. The product is [Br:1][C:2]1[CH:9]=[CH:8][C:7]([O:10][CH3:11])=[CH:6][C:3]=1[CH2:4][NH2:5]. The yield is 0.360. (8) The reactants are [Cl:1][C:2]1[CH:7]=[CH:6][C:5]([CH:8]([C:11]2([NH:14][C:15](=[O:21])[O:16][C:17]([CH3:20])([CH3:19])[CH3:18])[CH2:13][CH2:12]2)[CH:9]=[O:10])=[CH:4][CH:3]=1.CC(=CC)C.[OH:27]P([O-])(O)=O.[K+].Cl([O-])=O.[Na+].C(O)(=O)CC(CC(O)=O)(C(O)=O)O. The catalyst is CC(O)(C)C.O. The product is [C:17]([O:16][C:15]([NH:14][C:11]1([CH:8]([C:5]2[CH:6]=[CH:7][C:2]([Cl:1])=[CH:3][CH:4]=2)[C:9]([OH:27])=[O:10])[CH2:12][CH2:13]1)=[O:21])([CH3:18])([CH3:20])[CH3:19]. The yield is 0.910.